Task: Regression. Given two drug SMILES strings and cell line genomic features, predict the synergy score measuring deviation from expected non-interaction effect.. Dataset: NCI-60 drug combinations with 297,098 pairs across 59 cell lines (1) Drug 1: C1CC(=O)NC(=O)C1N2CC3=C(C2=O)C=CC=C3N. Drug 2: C1C(C(OC1N2C=NC3=C2NC=NCC3O)CO)O. Cell line: HOP-62. Synergy scores: CSS=0.292, Synergy_ZIP=-2.30, Synergy_Bliss=-5.53, Synergy_Loewe=0.787, Synergy_HSA=-3.73. (2) Drug 1: C1C(C(OC1N2C=C(C(=O)NC2=O)F)CO)O. Drug 2: CC1CCC2CC(C(=CC=CC=CC(CC(C(=O)C(C(C(=CC(C(=O)CC(OC(=O)C3CCCCN3C(=O)C(=O)C1(O2)O)C(C)CC4CCC(C(C4)OC)O)C)C)O)OC)C)C)C)OC. Cell line: EKVX. Synergy scores: CSS=4.24, Synergy_ZIP=-1.15, Synergy_Bliss=0.882, Synergy_Loewe=-1.74, Synergy_HSA=0.154.